This data is from Forward reaction prediction with 1.9M reactions from USPTO patents (1976-2016). The task is: Predict the product of the given reaction. (1) Given the reactants [N:1]1[C:6]2[O:7][CH2:8][CH2:9][O:10][C:5]=2[CH:4]=[C:3]([CH2:11][N:12]([CH:20]2[CH2:25][CH2:24][N:23]([CH2:26][CH:27]3[C:36]4[C:31]5=[C:32]([O:38][CH2:39][C:40](=[O:41])[N:30]5[CH2:29][CH2:28]3)[CH:33]=[CH:34][C:35]=4[F:37])[CH2:22][CH2:21]2)C(=O)OC(C)(C)C)[N:2]=1.FC(F)(F)C(O)=O.[CH2:49]([Cl:51])[Cl:50], predict the reaction product. The product is: [NH3:1].[CH3:6][OH:7].[CH2:49]([Cl:51])[Cl:50].[ClH:50].[ClH:50].[N:1]1[C:6]2[O:7][CH2:8][CH2:9][O:10][C:5]=2[CH:4]=[C:3]([CH2:11][NH:12][CH:20]2[CH2:21][CH2:22][N:23]([CH2:26][CH:27]3[C:36]4[C:31]5=[C:32]([O:38][CH2:39][C:40](=[O:41])[N:30]5[CH2:29][CH2:28]3)[CH:33]=[CH:34][C:35]=4[F:37])[CH2:24][CH2:25]2)[N:2]=1. (2) The product is: [F:1][C:2]1[CH:34]=[CH:33][CH:32]=[CH:31][C:3]=1[CH2:4][N:5]1[C:13]2[C:8](=[CH:9][CH:10]=[CH:11][CH:12]=2)[C:7]([C:14]2[N:19]=[C:18]([NH:20][C:21]3[CH:26]=[CH:25][N:24]=[CH:23][C:22]=3[C:27]([NH2:28])=[O:35])[C:17]([O:29][CH3:30])=[CH:16][N:15]=2)=[N:6]1. Given the reactants [F:1][C:2]1[CH:34]=[CH:33][CH:32]=[CH:31][C:3]=1[CH2:4][N:5]1[C:13]2[C:8](=[CH:9][CH:10]=[CH:11][CH:12]=2)[C:7]([C:14]2[N:19]=[C:18]([NH:20][C:21]3[CH:26]=[CH:25][N:24]=[CH:23][C:22]=3[C:27]#[N:28])[C:17]([O:29][CH3:30])=[CH:16][N:15]=2)=[N:6]1.[OH-:35].[Na+].OO, predict the reaction product.